From a dataset of Forward reaction prediction with 1.9M reactions from USPTO patents (1976-2016). Predict the product of the given reaction. (1) Given the reactants [Cl:1][C:2]1[N:7]=[C:6]([C:8]([NH2:10])=[O:9])[CH:5]=[C:4](Cl)[N:3]=1.[CH:12]1([NH2:15])[CH2:14][CH2:13]1, predict the reaction product. The product is: [Cl:1][C:2]1[N:7]=[C:6]([C:8]([NH2:10])=[O:9])[CH:5]=[C:4]([NH:15][CH:12]2[CH2:14][CH2:13]2)[N:3]=1. (2) Given the reactants [NH2:1][C:2]1[N:3]=[C:4]([N:19]2[CH:23]=[CH:22][N:21]=[CH:20]2)[CH:5]=[C:6]2[C:11]=1[CH:10]=[N:9][C:8]1[CH:12]=[C:13]([OH:18])[C:14]([O:16][CH3:17])=[CH:15][C:7]2=1.CN(C=O)C.[Cl:29][CH2:30][CH2:31]OS(C1C=CC(C)=CC=1)(=O)=O, predict the reaction product. The product is: [Cl:29][CH2:30][CH2:31][O:18][C:13]1[C:14]([O:16][CH3:17])=[CH:15][C:7]2[C:6]3[C:11](=[C:2]([NH2:1])[N:3]=[C:4]([N:19]4[CH:23]=[CH:22][N:21]=[CH:20]4)[CH:5]=3)[CH:10]=[N:9][C:8]=2[CH:12]=1. (3) The product is: [CH2:17]([N:7]1[CH2:8][C@@H:9]([C:10]2[CH:11]=[CH:12][C:13]([Cl:16])=[CH:14][CH:15]=2)[C@H:5]([NH:4][CH3:3])[CH2:6]1)[C:18]1[CH:19]=[CH:20][CH:21]=[CH:22][CH:23]=1. Given the reactants CO[C:3](=O)[NH:4][C@H:5]1[C@H:9]([C:10]2[CH:15]=[CH:14][C:13]([Cl:16])=[CH:12][CH:11]=2)[CH2:8][N:7]([CH2:17][C:18]2[CH:23]=[CH:22][CH:21]=[CH:20][CH:19]=2)[CH2:6]1, predict the reaction product. (4) Given the reactants [NH2:1][C:2]1[C:11]2[C:6](=[CH:7][CH:8]=[CH:9][C:10]=2[O:12][CH2:13][C:14]([NH2:17])([CH3:16])[CH3:15])[N:5]=[C:4]([CH3:18])[C:3]=1[C:19]([O:21]CC)=[O:20].[OH-].[Na+].[ClH:26], predict the reaction product. The product is: [Cl-:26].[NH3+:17][C:14]([CH3:16])([CH3:15])[CH2:13][O:12][C:10]1[CH:9]=[CH:8][CH:7]=[C:6]2[C:11]=1[C:2]([NH3+:1])=[C:3]([C:19]([OH:21])=[O:20])[C:4]([CH3:18])=[N:5]2.[Cl-:26].